From a dataset of Full USPTO retrosynthesis dataset with 1.9M reactions from patents (1976-2016). Predict the reactants needed to synthesize the given product. (1) Given the product [Br:15][C:13]1[N:14]=[C:9]([NH:7][C:3]2[CH:2]=[N:1][CH:6]=[CH:5][CH:4]=2)[C:10](=[O:17])[N:11]([CH3:16])[CH:12]=1, predict the reactants needed to synthesize it. The reactants are: [N:1]1[CH:6]=[CH:5][CH:4]=[C:3]([NH2:7])[CH:2]=1.Br[C:9]1[C:10](=[O:17])[N:11]([CH3:16])[CH:12]=[C:13]([Br:15])[N:14]=1.C(N(C(C)C)CC)(C)C. (2) Given the product [Cl:1][C:2]1[C:9]([OH:10])=[CH:8][CH:7]=[C:6]([OH:11])[C:3]=1/[CH:4]=[N:13]/[OH:14], predict the reactants needed to synthesize it. The reactants are: [Cl:1][C:2]1[C:9]([OH:10])=[CH:8][CH:7]=[C:6]([OH:11])[C:3]=1[CH:4]=O.Cl.[NH2:13][OH:14].[OH-].[Na+]. (3) The reactants are: [OH:1][CH:2]([C:13]1[CH:18]=[CH:17][CH:16]=[C:15]([O:19][CH3:20])[CH:14]=1)[CH2:3][O:4][C:5]1[CH:12]=[CH:11][C:8]([CH:9]=O)=[CH:7][CH:6]=1.[S:21]1[CH2:25][C:24](=[O:26])[NH:23][C:22]1=[O:27].N1CCCCC1. Given the product [OH:1][CH:2]([C:13]1[CH:18]=[CH:17][CH:16]=[C:15]([O:19][CH3:20])[CH:14]=1)[CH2:3][O:4][C:5]1[CH:12]=[CH:11][C:8]([CH:9]=[C:25]2[S:21][C:22](=[O:27])[NH:23][C:24]2=[O:26])=[CH:7][CH:6]=1, predict the reactants needed to synthesize it. (4) Given the product [Cl:24][C:25]1[C:30]([CH2:31][N:15]2[C:14](=[O:17])[N:11]3[CH:12]=[CH:13][C:8]([C:5]4[CH:6]=[CH:7][C:2]([Cl:1])=[CH:3][CH:4]=4)=[C:9]([C:18]4[CH:19]=[CH:20][N:21]=[CH:22][CH:23]=4)[C:10]3=[N:16]2)=[CH:29][CH:28]=[C:27]([C:33]([F:34])([F:35])[F:36])[N:26]=1, predict the reactants needed to synthesize it. The reactants are: [Cl:1][C:2]1[CH:7]=[CH:6][C:5]([C:8]2[CH:13]=[CH:12][N:11]3[C:14](=[O:17])[NH:15][N:16]=[C:10]3[C:9]=2[C:18]2[CH:23]=[CH:22][N:21]=[CH:20][CH:19]=2)=[CH:4][CH:3]=1.[Cl:24][C:25]1[C:30]([CH2:31]Cl)=[CH:29][CH:28]=[C:27]([C:33]([F:36])([F:35])[F:34])[N:26]=1.C([O-])([O-])=O.[K+].[K+]. (5) The reactants are: [Li+].[CH3:2][C:3]1[C:4]([C:24]([O-])=[O:25])=[CH:5][C:6]2[O:10][C:9]([C:17]3[CH:22]=[CH:21][CH:20]=[CH:19][CH:18]=3)([C:11]3[CH:16]=[CH:15][CH:14]=[CH:13][CH:12]=3)[O:8][C:7]=2[CH:23]=1.C[N+](C)=C(N(C)C)O[N:31]1[C:35]2C=[CH:37][CH:38]=[CH:39][C:34]=2N=N1.F[P-](F)(F)(F)(F)F.N1CCCCC1. Given the product [CH3:2][C:3]1[C:4]([C:24]([N:31]2[CH2:37][CH2:38][CH2:39][CH2:34][CH2:35]2)=[O:25])=[CH:5][C:6]2[O:10][C:9]([C:11]3[CH:16]=[CH:15][CH:14]=[CH:13][CH:12]=3)([C:17]3[CH:18]=[CH:19][CH:20]=[CH:21][CH:22]=3)[O:8][C:7]=2[CH:23]=1, predict the reactants needed to synthesize it. (6) Given the product [O:13]1[CH2:14][CH2:20][CH2:10][O:11][B:12]1[C:2]1[CH:9]=[CH:8][CH:7]=[CH:6][C:3]=1[C:4]#[N:5], predict the reactants needed to synthesize it. The reactants are: Br[C:2]1[CH:9]=[CH:8][CH:7]=[CH:6][C:3]=1[C:4]#[N:5].[CH3:10][O:11][B:12](OC)[O:13][CH3:14].Cl.[OH-].[Na+].[CH2:20](O)CCO. (7) Given the product [O:1]=[C:2]([N:18]1[C:24]2[CH:25]=[CH:26][CH:27]=[CH:28][C:23]=2[CH2:22][CH2:21][CH2:20][CH2:19]1)[CH2:3][N:4]1[C:5]2[CH:10]=[CH:9][CH:8]=[CH:7][C:6]=2[N:11]([C:12]2[CH:17]=[CH:16][CH:15]=[CH:14][CH:13]=2)[C:31](=[O:32])[CH2:30][C:29]1=[O:34], predict the reactants needed to synthesize it. The reactants are: [O:1]=[C:2]([N:18]1[C:24]2[CH:25]=[CH:26][CH:27]=[CH:28][C:23]=2[CH2:22][CH2:21][CH2:20][CH2:19]1)[CH2:3][NH:4][C:5]1[C:6]([NH:11][C:12]2[CH:17]=[CH:16][CH:15]=[CH:14][CH:13]=2)=[CH:7][CH:8]=[CH:9][CH:10]=1.[C:29](Cl)(=[O:34])[CH2:30][C:31](Cl)=[O:32].